From a dataset of KCNQ2 potassium channel screen with 302,405 compounds. Binary Classification. Given a drug SMILES string, predict its activity (active/inactive) in a high-throughput screening assay against a specified biological target. (1) The compound is O1C2(C(C3(C(O)(CC2)C(OC(=O)CC3)(C)C)C)Cc2c1c(c1c(c2OC)C(OC1)=O)C)C. The result is 0 (inactive). (2) The compound is OCCCNCc1c2c(ccc1)cccc2. The result is 0 (inactive). (3) The drug is Clc1c(c2noc(c2NC(=O)NN(c2ncc([N+]([O-])=O)cc2)C)C)c(Cl)ccc1. The result is 0 (inactive). (4) The molecule is S1(=O)(=O)CC(NC(=O)c2oc3c(c(=O)c2)ccc(c3)C)CC1. The result is 0 (inactive). (5) The molecule is S1C=2N(C(N)=C(C(C2C(OC)=O)c2cc(OC)ccc2)C(OCC)=O)C(=O)C1C. The result is 0 (inactive). (6) The result is 0 (inactive). The molecule is Clc1cc(C(=O)N2CCC(CC2)c2[nH]c3c(n2)cccc3)ccc1. (7) The compound is S(=O)(=O)(c1cc2nc(n(c2cc1)CC)C)C(F)F. The result is 0 (inactive). (8) The compound is s1c(NC(NC(OCC)=O)(C(F)(F)F)C(OCC)=O)nc(CC(OCC)=O)c1. The result is 0 (inactive). (9) The molecule is S(CC(=O)c1ccc(OC)cc1)c1nc2[nH][nH]cc2c(=O)n1. The result is 0 (inactive). (10) The drug is O(c1cc(CCNC(=O)c2[nH][nH]\c(=C3/C=C(C(=CC3=O)C)C)c2)ccc1OC)C. The result is 0 (inactive).